From a dataset of Full USPTO retrosynthesis dataset with 1.9M reactions from patents (1976-2016). Predict the reactants needed to synthesize the given product. Given the product [CH2:1]([N:3]1[C:7]([C:8]2[CH:13]=[CH:12][C:11]([OH:14])=[CH:10][CH:9]=2)=[N:6][C:5]([NH:16][C:17](=[O:30])[C:18]([CH3:29])([S:20]([CH:23]2[CH2:24][CH2:25][O:26][CH2:27][CH2:28]2)(=[O:22])=[O:21])[CH3:19])=[N:4]1)[CH3:2], predict the reactants needed to synthesize it. The reactants are: [CH2:1]([N:3]1[C:7]([C:8]2[CH:13]=[CH:12][C:11]([O:14]C)=[CH:10][CH:9]=2)=[N:6][C:5]([NH:16][C:17](=[O:30])[C:18]([CH3:29])([S:20]([CH:23]2[CH2:28][CH2:27][O:26][CH2:25][CH2:24]2)(=[O:22])=[O:21])[CH3:19])=[N:4]1)[CH3:2].[Br-].[Br-].[Br-].[Al+3].